Dataset: NCI-60 drug combinations with 297,098 pairs across 59 cell lines. Task: Regression. Given two drug SMILES strings and cell line genomic features, predict the synergy score measuring deviation from expected non-interaction effect. (1) Drug 1: CC12CCC(CC1=CCC3C2CCC4(C3CC=C4C5=CN=CC=C5)C)O. Drug 2: CNC(=O)C1=CC=CC=C1SC2=CC3=C(C=C2)C(=NN3)C=CC4=CC=CC=N4. Cell line: OVCAR3. Synergy scores: CSS=1.72, Synergy_ZIP=-0.927, Synergy_Bliss=-0.863, Synergy_Loewe=-5.33, Synergy_HSA=-4.35. (2) Drug 1: C1CCC(CC1)NC(=O)N(CCCl)N=O. Drug 2: C1CNP(=O)(OC1)N(CCCl)CCCl. Cell line: OVCAR-4. Synergy scores: CSS=3.58, Synergy_ZIP=-0.702, Synergy_Bliss=2.41, Synergy_Loewe=-2.72, Synergy_HSA=0.825. (3) Synergy scores: CSS=40.3, Synergy_ZIP=2.85, Synergy_Bliss=3.84, Synergy_Loewe=8.26, Synergy_HSA=10.1. Cell line: SK-MEL-28. Drug 2: C1=CN(C(=O)N=C1N)C2C(C(C(O2)CO)O)O.Cl. Drug 1: C1=C(C(=O)NC(=O)N1)F. (4) Drug 1: CC1C(C(CC(O1)OC2CC(OC(C2O)C)OC3=CC4=CC5=C(C(=O)C(C(C5)C(C(=O)C(C(C)O)O)OC)OC6CC(C(C(O6)C)O)OC7CC(C(C(O7)C)O)OC8CC(C(C(O8)C)O)(C)O)C(=C4C(=C3C)O)O)O)O. Drug 2: C(CC(=O)O)C(=O)CN.Cl. Cell line: NCI-H226. Synergy scores: CSS=16.9, Synergy_ZIP=-0.0131, Synergy_Bliss=0.575, Synergy_Loewe=-23.4, Synergy_HSA=0.0263.